This data is from Catalyst prediction with 721,799 reactions and 888 catalyst types from USPTO. The task is: Predict which catalyst facilitates the given reaction. (1) Reactant: [Cl:1][C:2]1[CH:7]=[C:6]([S:8][C:9]2[C:18]3[C:13](=[CH:14][CH:15]=[CH:16][CH:17]=3)[C:12]([N+:19]([O-])=O)=[CH:11][CH:10]=2)[CH:5]=[CH:4][N:3]=1.CCOC(C)=O.CC(O)=O.[H][H]. Product: [Cl:1][C:2]1[CH:7]=[C:6]([S:8][C:9]2[C:18]3[C:13](=[CH:14][CH:15]=[CH:16][CH:17]=3)[C:12]([NH2:19])=[CH:11][CH:10]=2)[CH:5]=[CH:4][N:3]=1. The catalyst class is: 465. (2) Reactant: [CH3:1][S:2]([CH2:5][CH2:6][CH2:7][C:8]([O:10]CC)=[O:9])(=[O:4])=[O:3].[OH-].[Na+]. Product: [CH3:1][S:2]([CH2:5][CH2:6][CH2:7][C:8]([OH:10])=[O:9])(=[O:4])=[O:3]. The catalyst class is: 8. (3) Reactant: [CH3:1][O:2][C:3](=[O:28])[CH2:4][CH2:5][CH2:6]/[CH:7]=[CH:8]\[CH2:9][N:10]1[C:14](=[O:15])[CH2:13][CH2:12][C@@H:11]1[CH2:16][O:17][C:18](=[O:27])[NH:19][CH2:20][C:21]1[CH:26]=[CH:25][CH:24]=[CH:23][CH:22]=1. Product: [CH3:1][O:2][C:3](=[O:28])[CH2:4][CH2:5][CH2:6][CH2:7][CH2:8][CH2:9][N:10]1[C:14](=[O:15])[CH2:13][CH2:12][C@@H:11]1[CH2:16][O:17][C:18](=[O:27])[NH:19][CH2:20][C:21]1[CH:26]=[CH:25][CH:24]=[CH:23][CH:22]=1. The catalyst class is: 43. (4) Product: [C:47]([O:39][C@@H:35]1[CH2:36][CH2:37][CH2:38][C@H:34]1[N:31]1[C:30]2[CH:40]=[C:26]([C:19]3[CH:20]=[C:21]([CH:23]4[CH2:25][CH2:24]4)[CH:22]=[C:17]([N:9]([C:10]([O:11][C:12]([CH3:15])([CH3:14])[CH3:13])=[O:16])[C:5]4[CH:4]=[C:3]([C:1]#[N:2])[CH:8]=[CH:7][N:6]=4)[N:18]=3)[CH:27]=[CH:28][C:29]=2[N:33]=[CH:32]1)(=[O:49])[CH3:48]. Reactant: [C:1]([C:3]1[CH:8]=[CH:7][N:6]=[C:5]([N:9]([C:17]2[CH:22]=[C:21]([CH:23]3[CH2:25][CH2:24]3)[CH:20]=[C:19]([C:26]3[CH:27]=[CH:28][C:29]4[N:33]=[CH:32][N:31]([C@@H:34]5[CH2:38][CH2:37][CH2:36][C@H:35]5[OH:39])[C:30]=4[CH:40]=3)[N:18]=2)[C:10](=[O:16])[O:11][C:12]([CH3:15])([CH3:14])[CH3:13])[CH:4]=1)#[N:2].N1C=CC=CC=1.[C:47](OC(=O)C)(=[O:49])[CH3:48].[Cl-].[NH4+]. The catalyst class is: 166. (5) Reactant: [CH:1]1[C:2]([CH2:10][C@@H:11]([NH2:28])[CH2:12][C:13]([N:15]2[CH2:27][C:19]3=[N:20][N:21]=[C:22]([C:23]([F:26])([F:25])[F:24])[N:18]3[CH2:17][CH2:16]2)=[O:14])=[C:3]([F:9])[CH:4]=[C:5]([F:8])[C:6]=1[F:7].[C:29]([OH:39])(=[O:38])[C@H:30]([C:32]1[CH:37]=[CH:36][CH:35]=[CH:34][CH:33]=1)[OH:31]. Product: [CH:1]1[C:2]([CH2:10][C@@H:11]([NH2:28])[CH2:12][C:13]([N:15]2[CH2:27][C:19]3=[N:20][N:21]=[C:22]([C:23]([F:26])([F:25])[F:24])[N:18]3[CH2:17][CH2:16]2)=[O:14])=[C:3]([F:9])[CH:4]=[C:5]([F:8])[C:6]=1[F:7].[C:29]([O-:39])(=[O:38])[C@H:30]([C:32]1[CH:37]=[CH:36][CH:35]=[CH:34][CH:33]=1)[OH:31]. The catalyst class is: 8. (6) Reactant: [F-].C([N+](CCCC)(CCCC)CCCC)CCC.[F:19][C:20]1[C:25]([O:26][C:27](=[O:32])[C:28]([CH3:31])([CH3:30])[CH3:29])=[CH:24][N:23]=[C:22]2[N:33]([Si](C(C)C)(C(C)C)C(C)C)[CH:34]=[CH:35][C:21]=12.CCOC(C)=O. Product: [F:19][C:20]1[C:25]([O:26][C:27](=[O:32])[C:28]([CH3:31])([CH3:30])[CH3:29])=[CH:24][N:23]=[C:22]2[NH:33][CH:34]=[CH:35][C:21]=12. The catalyst class is: 1.